Dataset: Reaction yield outcomes from USPTO patents with 853,638 reactions. Task: Predict the reaction yield, written as a fraction of the theoretical maximum amount of product (1.0 means a 100% yield; for example, 0.34 means a 34% yield). (1) The reactants are [Cl:1][C:2]1[C:3]([CH3:29])=[C:4]([C:10]2[CH:14]=[CH:13][N:12]([CH2:15][C@@H:16]([NH:18][C:19]([C:21]3[N:22]=[C:23]([C:26]([OH:28])=O)[S:24][CH:25]=3)=[O:20])[CH3:17])[N:11]=2)[CH:5]=[CH:6][C:7]=1[C:8]#[N:9].Cl.[CH3:31][NH:32][CH3:33]. No catalyst specified. The product is [Cl:1][C:2]1[C:3]([CH3:29])=[C:4]([C:10]2[CH:14]=[CH:13][N:12]([CH2:15][C@@H:16]([NH:18][C:19]([C:21]3[N:22]=[C:23]([C:26]([N:32]([CH3:33])[CH3:31])=[O:28])[S:24][CH:25]=3)=[O:20])[CH3:17])[N:11]=2)[CH:5]=[CH:6][C:7]=1[C:8]#[N:9]. The yield is 0.0418. (2) The reactants are [C:1]([C:3]1([OH:10])[CH2:9][CH2:8][CH2:7][CH2:6][CH2:5][CH2:4]1)#[CH:2].C(N(CC)CC)C.Br[C:19]1[CH:40]=[CH:39][C:22]([C:23]([NH:25][S:26]([C:29]2[CH:34]=[CH:33][CH:32]=[CH:31][C:30]=2[S:35](=[O:38])(=[O:37])[NH2:36])(=[O:28])=[O:27])=[O:24])=[CH:21][C:20]=1[O:41][CH:42]([CH3:44])[CH3:43]. The catalyst is CN(C)C=O.C1C=CC([P]([Pd]([P](C2C=CC=CC=2)(C2C=CC=CC=2)C2C=CC=CC=2)([P](C2C=CC=CC=2)(C2C=CC=CC=2)C2C=CC=CC=2)[P](C2C=CC=CC=2)(C2C=CC=CC=2)C2C=CC=CC=2)(C2C=CC=CC=2)C2C=CC=CC=2)=CC=1.[Cu]I. The product is [OH:10][C:3]1([C:1]#[C:2][C:19]2[CH:40]=[CH:39][C:22]([C:23]([NH:25][S:26]([C:29]3[CH:34]=[CH:33][CH:32]=[CH:31][C:30]=3[S:35](=[O:37])(=[O:38])[NH2:36])(=[O:27])=[O:28])=[O:24])=[CH:21][C:20]=2[O:41][CH:42]([CH3:44])[CH3:43])[CH2:9][CH2:8][CH2:7][CH2:6][CH2:5][CH2:4]1. The yield is 0.290.